The task is: Predict the product of the given reaction.. This data is from Forward reaction prediction with 1.9M reactions from USPTO patents (1976-2016). Given the reactants [Cl:1][C:2]1[CH:7]=[CH:6][C:5]([OH:8])=[CH:4][C:3]=1[N+:9]([O-:11])=[O:10].Cl[CH2:13][C:14]1[CH:19]=[CH:18][CH:17]=[C:16]([C:20]([F:23])([F:22])[F:21])[CH:15]=1, predict the reaction product. The product is: [Cl:1][C:2]1[CH:7]=[CH:6][C:5]([O:8][CH2:13][C:14]2[CH:19]=[CH:18][CH:17]=[C:16]([C:20]([F:21])([F:22])[F:23])[CH:15]=2)=[CH:4][C:3]=1[N+:9]([O-:11])=[O:10].